From a dataset of Catalyst prediction with 721,799 reactions and 888 catalyst types from USPTO. Predict which catalyst facilitates the given reaction. (1) Reactant: CC(OI1(OC(C)=O)(OC(C)=O)OC(=O)C2C=CC=CC1=2)=O.N1C=CC=CC=1.[OH:29][CH2:30][C:31]1[N:39]([CH2:40][CH2:41][C:42]([O:44][CH3:45])=[O:43])[C:34]2=[N:35][CH:36]=[CH:37][CH:38]=[C:33]2[CH:32]=1. Product: [CH:30]([C:31]1[N:39]([CH2:40][CH2:41][C:42]([O:44][CH3:45])=[O:43])[C:34]2=[N:35][CH:36]=[CH:37][CH:38]=[C:33]2[CH:32]=1)=[O:29]. The catalyst class is: 2. (2) Reactant: [F:1][C:2]1[CH:3]=[C:4]2[C:8](=[CH:9][C:10]=1[C:11]#[N:12])[NH:7][CH:6]=[C:5]2[CH:13]=O.[CH2:15]([O:17][C:18](=[O:39])[CH:19]=P(C1C=CC=CC=1)(C1C=CC=CC=1)C1C=CC=CC=1)[CH3:16]. Product: [C:11]([C:10]1[CH:9]=[C:8]2[C:4]([C:5](/[CH:13]=[CH:19]/[C:18]([O:17][CH2:15][CH3:16])=[O:39])=[CH:6][NH:7]2)=[CH:3][C:2]=1[F:1])#[N:12]. The catalyst class is: 10. (3) Reactant: [C:1]1([C:7]2[CH:18]=[CH:17][C:10]3[S:11][C:12]([C:14]([OH:16])=[O:15])=[CH:13][C:9]=3[CH:8]=2)[CH:6]=[CH:5][CH:4]=[CH:3][CH:2]=1.[Li]CCCC.C1C=CC(S(N(S(C2C=CC=CC=2)(=O)=O)[F:34])(=O)=O)=CC=1. Product: [F:34][C:13]1[C:9]2[CH:8]=[C:7]([C:1]3[CH:2]=[CH:3][CH:4]=[CH:5][CH:6]=3)[CH:18]=[CH:17][C:10]=2[S:11][C:12]=1[C:14]([OH:16])=[O:15]. The catalyst class is: 1. (4) Reactant: [C:1]1([CH3:11])[CH:6]=[CH:5][C:4](S(O)(=O)=O)=[CH:3][CH:2]=1.O. Product: [CH3:5][C:4]1[CH2:11][C:1]2[C:6]([CH:3]=1)=[CH:5][CH:4]=[CH:3][C:2]=2[C:5]1[C:6]2[C:1](=[CH:11][CH:2]=[CH:1][CH:6]=2)[CH:2]=[CH:3][CH:4]=1. The catalyst class is: 11. (5) Reactant: [CH2:1]([O:8][C:9]([CH:11]1[CH2:16][CH2:15][C:14]([F:18])([F:17])[CH2:13][CH2:12]1)=[O:10])[C:2]1[CH:7]=[CH:6][CH:5]=[CH:4][CH:3]=1.C[Si]([N-][Si](C)(C)C)(C)C.[K+].C1(C2[O:37]N2S(C2C=CC=CC=2)(=O)=O)C=CC=CC=1.C(Cl)(Cl)Cl. Product: [F:18][C:14]1([F:17])[CH2:15][CH2:16][C:11]([OH:37])([C:9]([O:8][CH2:1][C:2]2[CH:3]=[CH:4][CH:5]=[CH:6][CH:7]=2)=[O:10])[CH2:12][CH2:13]1. The catalyst class is: 1. (6) Reactant: [C:1]([N:4]1[CH2:9][CH2:8][NH:7][CH2:6][CH2:5]1)(=[O:3])[CH3:2].C(=O)([O-])[O-].[K+].[K+].Br[CH2:17][CH2:18][CH2:19][OH:20]. Product: [C:1]([N:4]1[CH2:9][CH2:8][N:7]([CH2:17][CH2:18][CH2:19][OH:20])[CH2:6][CH2:5]1)(=[O:3])[CH3:2]. The catalyst class is: 753.